The task is: Predict the reaction yield, written as a fraction of the theoretical maximum amount of product (1.0 means a 100% yield; for example, 0.34 means a 34% yield).. This data is from Reaction yield outcomes from USPTO patents with 853,638 reactions. (1) The reactants are [NH2:1][CH2:2][C:3]1[CH:8]=[CH:7][C:6]([C:9]2[C:14]([CH3:15])=[CH:13][CH:12]=[C:11]([NH:16][C:17]([C:19]3([C:22]4[CH:30]=[CH:29][C:25]5[O:26][CH2:27][O:28][C:24]=5[CH:23]=4)[CH2:21][CH2:20]3)=[O:18])[CH:10]=2)=[CH:5][CH:4]=1.[CH3:31][CH:32]([CH3:36])[CH2:33][CH:34]=O.COCCOC.[BH4-].[Na+]. The catalyst is ClCCl.O. The product is [O:26]1[C:25]2[CH:29]=[CH:30][C:22]([C:19]3([C:17]([NH:16][C:11]4[CH:10]=[C:9]([C:6]5[CH:5]=[CH:4][C:3]([CH2:2][NH:1][CH2:34][CH2:33][CH:32]([CH3:36])[CH3:31])=[CH:8][CH:7]=5)[C:14]([CH3:15])=[CH:13][CH:12]=4)=[O:18])[CH2:20][CH2:21]3)=[CH:23][C:24]=2[O:28][CH2:27]1. The yield is 0.100. (2) The reactants are [CH3:1][CH2:2][CH:3](P(OCC)(OCC)=O)[C:4]([O:6][CH2:7][CH3:8])=[O:5].[H-].[Na+].[CH2:19]([O:23][C:24]1[CH:25]=[C:26]([CH:29]=[CH:30][C:31]=1[I:32])[CH:27]=O)[CH2:20][CH2:21][CH3:22].[Cl-].[NH4+]. The catalyst is O1CCCC1. The product is [CH2:19]([O:23][C:24]1[CH:25]=[C:26](/[CH:27]=[C:3](\[CH2:2][CH3:1])/[C:4]([O:6][CH2:7][CH3:8])=[O:5])[CH:29]=[CH:30][C:31]=1[I:32])[CH2:20][CH2:21][CH3:22]. The yield is 0.970. (3) The reactants are [C:1]([NH:5][S:6]([C:9]1[S:10][C:11]([Cl:15])=[CH:12][C:13]=1[F:14])(=[O:8])=[O:7])(C)(C)C.C1CCN2C(=NCCC2)CC1.FC(F)(F)C(O)=[O:30].[NH2:34][C:35]1[CH:40]=[CH:39][C:38]([N:41]2[C:50](=[O:51])[C:49]3[C:44](=[CH:45][CH:46]=[CH:47][CH:48]=3)[NH:43][C:42]2=[O:52])=[CH:37][CH:36]=1.C(#N)C. The catalyst is C(O)(C(F)(F)F)=O. The product is [O:52]=[C:42]1[N:41]([C:38]2[CH:39]=[CH:40][C:35]([NH:34][C:1]([NH:5][S:6]([C:9]3[S:10][C:11]([Cl:15])=[CH:12][C:13]=3[F:14])(=[O:8])=[O:7])=[O:30])=[CH:36][CH:37]=2)[C:50](=[O:51])[C:49]2[C:44](=[CH:45][CH:46]=[CH:47][CH:48]=2)[NH:43]1. The yield is 0.340. (4) The reactants are P(Br)(Br)([Br:3])=O.[CH:6]1([CH2:9][N:10]2[CH:15]=[CH:14][C:13](O)=[CH:12][C:11]2=[O:17])[CH2:8][CH2:7]1. The catalyst is CN(C=O)C. The product is [Br:3][C:13]1[CH:14]=[CH:15][N:10]([CH2:9][CH:6]2[CH2:8][CH2:7]2)[C:11](=[O:17])[CH:12]=1. The yield is 0.930.